This data is from Full USPTO retrosynthesis dataset with 1.9M reactions from patents (1976-2016). The task is: Predict the reactants needed to synthesize the given product. (1) Given the product [N:37]1([CH2:9][C:8]2[C:4]([CH:1]([CH3:3])[CH3:2])=[N:5][N:6]([C:11]3[C:16]([CH3:17])=[CH:15][N:14]=[C:13]([NH:18][C:19]4[C:20]([O:34][CH3:35])=[CH:21][C:22]([N:28]5[CH2:33][CH2:32][O:31][CH2:30][CH2:29]5)=[C:23]([NH:25][C:20](=[O:34])[CH:19]=[CH2:24])[CH:24]=4)[N:12]=3)[CH:7]=2)[CH2:40][CH2:39][CH2:38]1, predict the reactants needed to synthesize it. The reactants are: [CH:1]([C:4]1[C:8]([CH:9]=O)=[CH:7][N:6]([C:11]2[C:16]([CH3:17])=[CH:15][N:14]=[C:13]([NH:18][C:19]3[CH:24]=[C:23]([N+:25]([O-])=O)[C:22]([N:28]4[CH2:33][CH2:32][O:31][CH2:30][CH2:29]4)=[CH:21][C:20]=3[O:34][CH3:35])[N:12]=2)[N:5]=1)([CH3:3])[CH3:2].Cl.[NH:37]1[CH2:40][CH2:39][CH2:38]1. (2) The reactants are: [F:1][C:2]1[CH:10]=[CH:9][C:5](C(O)=O)=[CH:4][C:3]=1O.Cl[CH2:13][CH:14]1[CH2:16][CH2:15]1.[C:17](=[O:20])([O-])[O-].[K+].[K+].[I-].[K+].C[N:26]([CH:28]=O)C. Given the product [CH:16]1([CH2:15][O:20][C:17]2[CH:9]=[C:5]([CH:28]([C:5]3[CH:4]=[CH:3][C:2]([F:1])=[CH:10][CH:9]=3)[NH2:26])[CH:4]=[CH:3][C:2]=2[F:1])[CH2:14][CH2:13]1, predict the reactants needed to synthesize it. (3) Given the product [CH2:24]([NH:1][C:2]1[CH:3]=[C:4]([CH:21]=[CH:22][CH:23]=1)[O:5][C:6]1[CH:7]=[CH:8][C:9]2[N:10]([CH:12]=[C:13]([NH:15][C:16]([CH:18]3[CH2:20][CH2:19]3)=[O:17])[N:14]=2)[CH:11]=1)[C:25]1[CH:30]=[CH:29][CH:28]=[CH:27][CH:26]=1, predict the reactants needed to synthesize it. The reactants are: [NH2:1][C:2]1[CH:3]=[C:4]([CH:21]=[CH:22][CH:23]=1)[O:5][C:6]1[CH:7]=[CH:8][C:9]2[N:10]([CH:12]=[C:13]([NH:15][C:16]([CH:18]3[CH2:20][CH2:19]3)=[O:17])[N:14]=2)[CH:11]=1.[C:24](O)(=O)[C:25]1[CH:30]=[CH:29][CH:28]=[CH:27][CH:26]=1.CN(C(ON1N=NC2C=CC=NC1=2)=[N+](C)C)C.F[P-](F)(F)(F)(F)F.C(N(CC)C(C)C)(C)C.B.O1CCCC1. (4) Given the product [OH:21][C:18]1[CH2:17][NH:16][CH:12]([NH:11][C:6]2[CH:5]=[C:4]([C:9]([CH3:22])=[CH:8][CH:7]=2)[C:1]([OH:3])=[O:2])[NH:15][CH:19]=1, predict the reactants needed to synthesize it. The reactants are: [C:1]([C:4]1[CH:5]=[C:6]([NH:11][C:12](=[NH:15])SC)[C:7](C)=[CH:8][CH:9]=1)([OH:3])=[O:2].[NH2:16][CH2:17][CH:18]([OH:21])[CH2:19]N.[CH3:22]N(C=O)C. (5) Given the product [F:1][C:2]1[CH:8]=[C:7]([F:9])[CH:6]=[CH:5][C:3]=1[N:4]1[C:11]2[N:12]=[C:13]3[C:14]([F:35])=[C:15]([F:34])[C:16]([F:33])=[CH:17][C:18]3=[CH:19][C:20]=2[C:21](=[O:32])[C:22]([C:23]([O:25][CH2:26][CH3:27])=[O:24])=[CH:28]1, predict the reactants needed to synthesize it. The reactants are: [F:1][C:2]1[CH:8]=[C:7]([F:9])[CH:6]=[CH:5][C:3]=1[NH2:4].Cl[C:11]1[C:20]([C:21](=[O:32])[C:22](=[CH:28]N(C)C)[C:23]([O:25][CH2:26][CH3:27])=[O:24])=[CH:19][C:18]2[C:13](=[C:14]([F:35])[C:15]([F:34])=[C:16]([F:33])[CH:17]=2)[N:12]=1. (6) Given the product [Cl:22][CH2:23][C:24]([NH:17][C:15]1[CH:14]=[CH:13][C:11]2[N:12]=[C:7]([NH:6][CH2:5][C:4]3[CH:18]=[CH:19][CH:20]=[CH:21][C:3]=3[O:2][CH3:1])[O:8][CH2:9][C:10]=2[CH:16]=1)=[O:25], predict the reactants needed to synthesize it. The reactants are: [CH3:1][O:2][C:3]1[CH:21]=[CH:20][CH:19]=[CH:18][C:4]=1[CH2:5][NH:6][C:7]1[O:8][CH2:9][C:10]2[CH:16]=[C:15]([NH2:17])[CH:14]=[CH:13][C:11]=2[N:12]=1.[Cl:22][CH2:23][C:24](Cl)=[O:25].